From a dataset of NCI-60 drug combinations with 297,098 pairs across 59 cell lines. Regression. Given two drug SMILES strings and cell line genomic features, predict the synergy score measuring deviation from expected non-interaction effect. (1) Drug 1: CC1C(C(CC(O1)OC2CC(CC3=C2C(=C4C(=C3O)C(=O)C5=C(C4=O)C(=CC=C5)OC)O)(C(=O)C)O)N)O.Cl. Drug 2: CC1CCC2CC(C(=CC=CC=CC(CC(C(=O)C(C(C(=CC(C(=O)CC(OC(=O)C3CCCCN3C(=O)C(=O)C1(O2)O)C(C)CC4CCC(C(C4)OC)O)C)C)O)OC)C)C)C)OC. Cell line: ACHN. Synergy scores: CSS=26.9, Synergy_ZIP=-10.9, Synergy_Bliss=-5.53, Synergy_Loewe=-4.24, Synergy_HSA=-2.58. (2) Drug 1: CS(=O)(=O)C1=CC(=C(C=C1)C(=O)NC2=CC(=C(C=C2)Cl)C3=CC=CC=N3)Cl. Drug 2: C1CC(C1)(C(=O)O)C(=O)O.[NH2-].[NH2-].[Pt+2]. Cell line: MCF7. Synergy scores: CSS=30.8, Synergy_ZIP=-4.64, Synergy_Bliss=1.92, Synergy_Loewe=0.917, Synergy_HSA=3.25. (3) Drug 1: CC1=C(C(=CC=C1)Cl)NC(=O)C2=CN=C(S2)NC3=CC(=NC(=N3)C)N4CCN(CC4)CCO. Drug 2: C(CC(=O)O)C(=O)CN.Cl. Cell line: SN12C. Synergy scores: CSS=32.6, Synergy_ZIP=-4.07, Synergy_Bliss=-4.84, Synergy_Loewe=-22.0, Synergy_HSA=-0.468. (4) Drug 1: CC(C1=C(C=CC(=C1Cl)F)Cl)OC2=C(N=CC(=C2)C3=CN(N=C3)C4CCNCC4)N. Drug 2: CC1=C(C(=O)C2=C(C1=O)N3CC4C(C3(C2COC(=O)N)OC)N4)N. Cell line: DU-145. Synergy scores: CSS=54.0, Synergy_ZIP=-5.12, Synergy_Bliss=-9.34, Synergy_Loewe=-34.6, Synergy_HSA=-9.99. (5) Drug 1: C#CCC(CC1=CN=C2C(=N1)C(=NC(=N2)N)N)C3=CC=C(C=C3)C(=O)NC(CCC(=O)O)C(=O)O. Drug 2: CC1CCCC2(C(O2)CC(NC(=O)CC(C(C(=O)C(C1O)C)(C)C)O)C(=CC3=CSC(=N3)C)C)C. Cell line: SF-268. Synergy scores: CSS=32.5, Synergy_ZIP=2.29, Synergy_Bliss=-0.614, Synergy_Loewe=-0.989, Synergy_HSA=-1.64. (6) Drug 1: C1CCC(CC1)NC(=O)N(CCCl)N=O. Drug 2: CC(C)CN1C=NC2=C1C3=CC=CC=C3N=C2N. Cell line: SK-MEL-2. Synergy scores: CSS=17.3, Synergy_ZIP=-5.07, Synergy_Bliss=2.10, Synergy_Loewe=0.817, Synergy_HSA=0.788. (7) Drug 1: CC1=C2C(C(=O)C3(C(CC4C(C3C(C(C2(C)C)(CC1OC(=O)C(C(C5=CC=CC=C5)NC(=O)OC(C)(C)C)O)O)OC(=O)C6=CC=CC=C6)(CO4)OC(=O)C)OC)C)OC. Drug 2: CN(C)N=NC1=C(NC=N1)C(=O)N. Cell line: SK-MEL-2. Synergy scores: CSS=48.8, Synergy_ZIP=5.52, Synergy_Bliss=4.92, Synergy_Loewe=-31.3, Synergy_HSA=3.35. (8) Drug 1: CS(=O)(=O)C1=CC(=C(C=C1)C(=O)NC2=CC(=C(C=C2)Cl)C3=CC=CC=N3)Cl. Drug 2: CC1CCC2CC(C(=CC=CC=CC(CC(C(=O)C(C(C(=CC(C(=O)CC(OC(=O)C3CCCCN3C(=O)C(=O)C1(O2)O)C(C)CC4CCC(C(C4)OC)OCCO)C)C)O)OC)C)C)C)OC. Cell line: OVCAR-4. Synergy scores: CSS=30.3, Synergy_ZIP=2.01, Synergy_Bliss=2.59, Synergy_Loewe=-6.25, Synergy_HSA=4.07. (9) Drug 1: CC1=CC=C(C=C1)C2=CC(=NN2C3=CC=C(C=C3)S(=O)(=O)N)C(F)(F)F. Drug 2: C1=NC2=C(N1)C(=S)N=CN2. Cell line: SK-MEL-5. Synergy scores: CSS=9.30, Synergy_ZIP=-5.45, Synergy_Bliss=-1.04, Synergy_Loewe=-7.12, Synergy_HSA=0.490.